This data is from Forward reaction prediction with 1.9M reactions from USPTO patents (1976-2016). The task is: Predict the product of the given reaction. (1) Given the reactants [Cl:1][C:2]1[N:7]=[C:6](Cl)[C:5]([Cl:9])=[CH:4][N:3]=1.[NH2:10][CH:11]1[CH2:16][CH2:15][CH2:14][N:13]([C:17]([O:19][C:20]([CH3:23])([CH3:22])[CH3:21])=[O:18])[CH2:12]1.CCN(C(C)C)C(C)C, predict the reaction product. The product is: [Cl:1][C:2]1[N:7]=[C:6]([NH:10][CH:11]2[CH2:16][CH2:15][CH2:14][N:13]([C:17]([O:19][C:20]([CH3:23])([CH3:22])[CH3:21])=[O:18])[CH2:12]2)[C:5]([Cl:9])=[CH:4][N:3]=1. (2) Given the reactants C(NC(C)C)(C)C.[Li]CCCC.[C:13]([C:16]1[S:17][CH:18]=[CH:19][N:20]=1)(=[O:15])[CH3:14].C([C:23]([O:25][CH3:26])=[O:24])#N, predict the reaction product. The product is: [O:15]=[C:13]([C:16]1[S:17][CH:18]=[CH:19][N:20]=1)[CH2:14][C:23]([O:25][CH3:26])=[O:24]. (3) Given the reactants [C:1]1([C:7]2[C:8]([C:16]3[CH:23]=[CH:22][C:19]([CH:20]=O)=[CH:18][CH:17]=3)=[N:9][C:10]3[N:11]([N:13]=[CH:14][CH:15]=3)[CH:12]=2)[CH:6]=[CH:5][CH:4]=[CH:3][CH:2]=1.Cl.[NH:25]1[CH2:30][CH2:29][CH:28]([C:31]2[NH:35][C:34]3[CH:36]=[C:37]([C:40]([F:43])([F:42])[F:41])[CH:38]=[CH:39][C:33]=3[N:32]=2)[CH2:27][CH2:26]1.[BH-](OC(C)=O)(OC(C)=O)OC(C)=O.[Na+], predict the reaction product. The product is: [C:1]1([C:7]2[C:8]([C:16]3[CH:23]=[CH:22][C:19]([CH2:20][N:25]4[CH2:30][CH2:29][CH:28]([C:31]5[NH:35][C:34]6[CH:36]=[C:37]([C:40]([F:43])([F:42])[F:41])[CH:38]=[CH:39][C:33]=6[N:32]=5)[CH2:27][CH2:26]4)=[CH:18][CH:17]=3)=[N:9][C:10]3[N:11]([N:13]=[CH:14][CH:15]=3)[CH:12]=2)[CH:6]=[CH:5][CH:4]=[CH:3][CH:2]=1. (4) Given the reactants [CH3:1][C:2]1[NH:6][N:5]=[CH:4][C:3]=1B1OC(C)(C)C(C)(C)O1.Br[C:17]1[N:22]2[CH:23]=[CH:24][N:25]=[C:21]2[C:20]([NH:26][C:27]2[CH:32]=[CH:31][C:30]([N:33]3[CH2:38][CH2:37][N:36]([CH3:39])[CH2:35][CH2:34]3)=[CH:29][CH:28]=2)=[N:19][CH:18]=1, predict the reaction product. The product is: [CH3:39][N:36]1[CH2:37][CH2:38][N:33]([C:30]2[CH:31]=[CH:32][C:27]([NH:26][C:20]3[C:21]4[N:22]([CH:23]=[CH:24][N:25]=4)[C:17]([C:3]4[CH:4]=[N:5][NH:6][C:2]=4[CH3:1])=[CH:18][N:19]=3)=[CH:28][CH:29]=2)[CH2:34][CH2:35]1.